Dataset: Forward reaction prediction with 1.9M reactions from USPTO patents (1976-2016). Task: Predict the product of the given reaction. (1) The product is: [CH:28]1[C:27]2[C:32](=[CH:33][CH:34]=[CH:35][CH:26]=2)[CH:31]=[CH:30][C:29]=1[C:9]1[CH:8]=[C:7]2[C:6]([C:5]3[CH:14]=[CH:15][C:2]([B:41]([OH:42])[OH:40])=[CH:3][C:4]=3[CH:13]=[CH:12]2)=[CH:11][CH:10]=1. Given the reactants Br[C:2]1[CH:15]=[CH:14][C:13]2[C:12]3[C:7](=[CH:8][C:9](C4C=CC5C(=CC=CC=5)C=4)=[CH:10][CH:11]=3)[CH:6]=[CH:5][C:4]=2[CH:3]=1.[CH3:26][CH2:27][CH2:28][CH2:29][CH2:30][CH3:31].[CH2:32]([Li])[CH2:33][CH2:34][CH3:35].C([O:40][B:41](OC(C)C)[O:42]C(C)C)(C)C.Cl, predict the reaction product. (2) Given the reactants [F:1][C:2]1[CH:18]=[C:17]([N+:19]([O-])=O)[CH:16]=[CH:15][C:3]=1[O:4][C:5]1[C:10]2=[C:11]([CH3:14])[CH:12]=[CH:13][N:9]2[N:8]=[CH:7][N:6]=1.[Cl-].[NH4+], predict the reaction product. The product is: [F:1][C:2]1[CH:18]=[C:17]([NH2:19])[CH:16]=[CH:15][C:3]=1[O:4][C:5]1[C:10]2=[C:11]([CH3:14])[CH:12]=[CH:13][N:9]2[N:8]=[CH:7][N:6]=1.